The task is: Binary Classification. Given a drug SMILES string, predict its activity (active/inactive) in a high-throughput screening assay against a specified biological target.. This data is from HIV replication inhibition screening data with 41,000+ compounds from the AIDS Antiviral Screen. (1) The molecule is CN(C)CCCNC(=O)c1cc(NC(=O)c2cc(NC(=O)c3cc(NC(=O)c4ccccc4C(=O)O)cn3C)cn2C)cn1C. The result is 0 (inactive). (2) The molecule is COC(=O)C1CC(OS(=O)(=O)c2ccc(C)cc2)CN1C(=O)OCc1ccccc1. The result is 0 (inactive).